Predict the reaction yield, written as a fraction of the theoretical maximum amount of product (1.0 means a 100% yield; for example, 0.34 means a 34% yield). From a dataset of Reaction yield outcomes from USPTO patents with 853,638 reactions. (1) The reactants are Br[C:2]1[C:3]([F:21])=[C:4]([F:20])[C:5]([NH:12][C:13]2[CH:18]=[CH:17][CH:16]=[CH:15][C:14]=2[F:19])=[C:6]([CH:11]=1)[C:7]([O:9][CH3:10])=[O:8].N(C(C)C)C(C)C.[Si:29]([C:33]#[CH:34])([CH3:32])([CH3:31])[CH3:30]. The catalyst is C1COCC1.[Cu]I.Cl[Pd](Cl)([P](C1C=CC=CC=1)(C1C=CC=CC=1)C1C=CC=CC=1)[P](C1C=CC=CC=1)(C1C=CC=CC=1)C1C=CC=CC=1. The product is [F:19][C:14]1[CH:15]=[CH:16][CH:17]=[CH:18][C:13]=1[NH:12][C:5]1[C:4]([F:20])=[C:3]([F:21])[C:2]([C:34]#[C:33][Si:29]([CH3:32])([CH3:31])[CH3:30])=[CH:11][C:6]=1[C:7]([O:9][CH3:10])=[O:8]. The yield is 0.850. (2) The reactants are [C:1]([C:3]1[C:8](=[O:9])[N:7]([C:10]2[CH:15]=[CH:14][C:13]([CH3:16])=[CH:12][CH:11]=2)[C:6]([C:17]2[CH:22]=[CH:21][C:20]([S:23][CH3:24])=[CH:19][CH:18]=2)=[N:5][C:4]=1[S:25][CH3:26])#[N:2].[CH3:27][NH2:28]. The catalyst is CN(C=O)C.C(OC(=O)C)C.CCCCCC. The product is [CH3:27][NH:28][C:1]1[C:3]([C:8]([NH:7][C:10]2[CH:15]=[CH:14][C:13]([CH3:16])=[CH:12][CH:11]=2)=[O:9])=[C:4]([S:25][CH3:26])[N:5]=[C:6]([C:17]2[CH:18]=[CH:19][C:20]([S:23][CH3:24])=[CH:21][CH:22]=2)[N:2]=1. The yield is 0.370. (3) The reactants are OC(C)(C)C[O:4][C@H:5]1[CH2:10][CH2:9][C@H:8]([N:11]2[C:16](=[O:17])[C:15]([CH2:18][C:19]3[CH:24]=[CH:23][C:22]([C:25]4[C:26]([C:31]#[N:32])=[CH:27][CH:28]=[CH:29][CH:30]=4)=[CH:21][CH:20]=3)=[C:14]([CH2:33][CH2:34][CH3:35])[N:13]3[N:36]=[C:37]([CH3:39])[N:38]=[C:12]23)[CH2:7][CH2:6]1.[CH2:47]([Sn](=O)[CH2:47][CH2:48][CH2:49][CH3:50])[CH2:48][CH2:49][CH3:50].[N:52]([Si](C)(C)C)=[N+:53]=[N-:54].[F-].C([N+](CC[CH2:75][CH3:76])(CCCC)CCCC)CCC.Cl.C(OCC)(=[O:80])C. The catalyst is O1CCCC1.C1(C)C=CC=CC=1. The product is [CH2:75]([C:48]([OH:80])([CH2:49][CH3:50])[CH2:47][O:4][C@H:5]1[CH2:6][CH2:7][C@H:8]([N:11]2[C:16](=[O:17])[C:15]([CH2:18][C:19]3[CH:24]=[CH:23][C:22]([C:25]4[CH:30]=[CH:29][CH:28]=[CH:27][C:26]=4[C:31]4[NH:32][N:54]=[N:53][N:52]=4)=[CH:21][CH:20]=3)=[C:14]([CH2:33][CH2:34][CH3:35])[N:13]3[N:36]=[C:37]([CH3:39])[N:38]=[C:12]23)[CH2:9][CH2:10]1)[CH3:76]. The yield is 0.320.